Dataset: Catalyst prediction with 721,799 reactions and 888 catalyst types from USPTO. Task: Predict which catalyst facilitates the given reaction. (1) Reactant: [Cl:1][C:2]1[N:7]=[C:6](Cl)[CH:5]=[C:4]([C:9]2[CH:14]=[CH:13][CH:12]=[CH:11][CH:10]=2)[N:3]=1.O.[NH2:16][NH2:17]. Product: [Cl:1][C:2]1[N:7]=[C:6]([NH:16][NH2:17])[CH:5]=[C:4]([C:9]2[CH:14]=[CH:13][CH:12]=[CH:11][CH:10]=2)[N:3]=1. The catalyst class is: 12. (2) Reactant: [Cl:1][C:2]1[CH:7]=[CH:6][N:5]=[C:4]([CH3:8])[C:3]=1I.[NH2:10][C:11]1[CH:16]=[CH:15][C:14]([C:17]#[CH:18])=[CH:13][N:12]=1.C(N(CC)CC)C. Product: [Cl:1][C:2]1[CH:7]=[CH:6][N:5]=[C:4]([CH3:8])[C:3]=1[C:18]#[C:17][C:14]1[CH:15]=[CH:16][C:11]([NH2:10])=[N:12][CH:13]=1. The catalyst class is: 233. (3) Reactant: [C:1]([O:10][CH3:11])(=[O:9])[C:2]1[C:3](=[CH:5][CH:6]=[CH:7][CH:8]=1)[OH:4].C(=O)([O-])[O-].[K+].[K+].[C:18]([Si:22]([O:35][CH2:36][CH2:37][C:38]1([CH2:44][CH2:45]I)[CH2:43][CH2:42][CH2:41][CH2:40][CH2:39]1)([C:29]1[CH:34]=[CH:33][CH:32]=[CH:31][CH:30]=1)[C:23]1[CH:28]=[CH:27][CH:26]=[CH:25][CH:24]=1)([CH3:21])([CH3:20])[CH3:19].O. Product: [O:35]([CH2:36][CH2:37][C:38]1([CH2:44][CH2:45][O:4][C:3]2[CH:5]=[CH:6][CH:7]=[CH:8][C:2]=2[C:1]([O:10][CH3:11])=[O:9])[CH2:39][CH2:40][CH2:41][CH2:42][CH2:43]1)[Si:22]([C:18]([CH3:21])([CH3:20])[CH3:19])([C:29]1[CH:30]=[CH:31][CH:32]=[CH:33][CH:34]=1)[C:23]1[CH:28]=[CH:27][CH:26]=[CH:25][CH:24]=1. The catalyst class is: 9. (4) The catalyst class is: 81. Reactant: Cl[SiH2:2][SiH2:3]Cl.[CH:5]([NH:9][CH:10]([CH2:12][CH3:13])[CH3:11])([CH2:7][CH3:8])[CH3:6]. Product: [CH:5]([N:9]([CH:10]([CH2:12][CH3:13])[CH3:11])[SiH2:2][SiH2:3][N:9]([CH:10]([CH2:12][CH3:13])[CH3:11])[CH:5]([CH2:7][CH3:8])[CH3:6])([CH2:7][CH3:8])[CH3:6]. (5) Reactant: [F:1][C:2]([F:37])([F:36])[C:3]1[CH:4]=[C:5]([CH2:13][O:14][C@@H:15]2[CH2:21][CH2:20][C@@H:19]3[NH:22][C@@:16]2([C:30]2[CH:35]=[CH:34][CH:33]=[CH:32][CH:31]=2)[CH2:17][C@@H:18]3[C:23]([O:25][C:26](C)(C)C)=[O:24])[CH:6]=[C:7]([C:9]([F:12])([F:11])[F:10])[CH:8]=1.CO.[ClH:40]. Product: [ClH:40].[F:36][C:2]([F:1])([F:37])[C:3]1[CH:4]=[C:5]([CH2:13][O:14][C@@H:15]2[CH2:21][CH2:20][C@@H:19]3[NH:22][C@@:16]2([C:30]2[CH:31]=[CH:32][CH:33]=[CH:34][CH:35]=2)[CH2:17][C@@H:18]3[C:23]([O:25][CH3:26])=[O:24])[CH:6]=[C:7]([C:9]([F:10])([F:11])[F:12])[CH:8]=1. The catalyst class is: 27. (6) Reactant: [C:1](Cl)(Cl)=[O:2].[Cl:5][CH2:6][CH2:7][CH2:8][CH2:9][CH2:10][OH:11].C(N(CC)C1C=CC=CC=1)C.[CH2:23]([O:25][CH:26]([O:31][CH2:32][CH3:33])[CH2:27][CH2:28][CH2:29][NH2:30])[CH3:24].C(N(CC)CC)C. Product: [Cl:5][CH2:6][CH2:7][CH2:8][CH2:9][CH2:10][O:11][C:1](=[O:2])[NH:30][CH2:29][CH2:28][CH2:27][CH:26]([O:25][CH2:23][CH3:24])[O:31][CH2:32][CH3:33]. The catalyst class is: 133. (7) Reactant: [CH2:1]([N:8]([C:23]([O:25][CH2:26][C:27]1[CH:32]=[CH:31][CH:30]=[CH:29][CH:28]=1)=[O:24])[C@@H:9]1[CH2:14][CH2:13][N:12](C(OC(C)(C)C)=O)[CH2:11][C@H:10]1[F:22])[C:2]1[CH:7]=[CH:6][CH:5]=[CH:4][CH:3]=1.[ClH:33]. Product: [ClH:33].[CH2:1]([N:8]([C@@H:9]1[CH2:14][CH2:13][NH:12][CH2:11][C@H:10]1[F:22])[C:23](=[O:24])[O:25][CH2:26][C:27]1[CH:32]=[CH:31][CH:30]=[CH:29][CH:28]=1)[C:2]1[CH:7]=[CH:6][CH:5]=[CH:4][CH:3]=1. The catalyst class is: 4.